From a dataset of Forward reaction prediction with 1.9M reactions from USPTO patents (1976-2016). Predict the product of the given reaction. Given the reactants [Cl:1][C:2]1[C:10]2[NH:9][N:8]=[CH:7][C:6]=2[C:5]2[CH2:11][N:12](CC3C=CC(OC)=CC=3)[C:13](=[O:27])[CH:14]([NH:16]C(=O)OCC3C=CC=CC=3)[CH2:15][C:4]=2[CH:3]=1.[CH3:37][S:38]([O:41]CCCC[O:41][S:38]([CH3:37])(=[O:40])=[O:39])(=[O:40])=[O:39].C(OCC)C, predict the reaction product. The product is: [CH3:37][S:38]([OH:41])(=[O:40])=[O:39].[NH2:16][CH:14]1[C:13](=[O:27])[NH:12][CH2:11][C:5]2[C:6]3[CH:7]=[N:8][NH:9][C:10]=3[C:2]([Cl:1])=[CH:3][C:4]=2[CH2:15]1.